From a dataset of Full USPTO retrosynthesis dataset with 1.9M reactions from patents (1976-2016). Predict the reactants needed to synthesize the given product. (1) Given the product [C:42]([O:41][C:40]([NH:39][C@@H:8]([CH2:1][C:2]1[CH:7]=[CH:6][CH:5]=[CH:4][CH:3]=1)[C@@H:9]([O:31][Si:32]([C:35]([CH3:38])([CH3:37])[CH3:36])([CH3:33])[CH3:34])[CH2:10][C@@H:11]([NH:20][C:21](=[O:22])[O:23][CH2:24][C:25]1[CH:26]=[CH:27][CH:28]=[CH:29][CH:30]=1)[CH2:12][C:13]1[CH:14]=[CH:15][C:16]([C:54]2[CH:55]=[CH:56][CH:57]=[C:58]([O:60][CH3:61])[N:59]=2)=[CH:17][CH:18]=1)=[O:46])([CH3:43])([CH3:44])[CH3:45], predict the reactants needed to synthesize it. The reactants are: [CH2:1]([C@H:8]([NH:39][C:40](=[O:46])[O:41][C:42]([CH3:45])([CH3:44])[CH3:43])[C@@H:9]([O:31][Si:32]([C:35]([CH3:38])([CH3:37])[CH3:36])([CH3:34])[CH3:33])[CH2:10][C@@H:11]([NH:20][C:21]([O:23][CH2:24][C:25]1[CH:30]=[CH:29][CH:28]=[CH:27][CH:26]=1)=[O:22])[CH2:12][C:13]1[CH:18]=[CH:17][C:16](Br)=[CH:15][CH:14]=1)[C:2]1[CH:7]=[CH:6][CH:5]=[CH:4][CH:3]=1.[Li+].[Cl-].C([Sn](CCCC)(CCCC)[C:54]1[N:59]=[C:58]([O:60][CH3:61])[CH:57]=[CH:56][CH:55]=1)CCC. (2) Given the product [CH2:23]([N:11]1[CH2:12][CH2:13][C:9]([C:4]2[CH:5]=[C:6]([F:8])[CH:7]=[C:2]([Cl:1])[CH:3]=2)([O:14][CH3:15])[CH2:10]1)[CH2:24][CH2:25][CH3:26], predict the reactants needed to synthesize it. The reactants are: [Cl:1][C:2]1[CH:3]=[C:4]([C:9]2([O:14][CH3:15])[CH2:13][CH2:12][NH:11][CH2:10]2)[CH:5]=[C:6]([F:8])[CH:7]=1.C(=O)([O-])[O-].[K+].[K+].Br[CH2:23][CH2:24][CH2:25][CH3:26]. (3) The reactants are: [NH2:1][CH2:2][C:3]1[CH:8]=[CH:7][C:6]([CH:9]2[N:12]([C:13]3[CH:18]=[CH:17][C:16]([F:19])=[CH:15][CH:14]=3)[C:11](=[O:20])[CH:10]2[CH2:21][CH2:22][CH:23]([C:25]2[CH:30]=[CH:29][C:28]([F:31])=[CH:27][CH:26]=2)[OH:24])=[CH:5][CH:4]=1.[OH:32][CH:33]([CH:47]([OH:54])[CH:48]([OH:53])[CH:49]([OH:52])[CH2:50][OH:51])[CH2:34][NH:35][CH2:36][C:37]1[CH:42]=[CH:41][C:40]([CH2:43][C:44](O)=[O:45])=[CH:39][CH:38]=1. Given the product [F:19][C:16]1[CH:15]=[CH:14][C:13]([N:12]2[C:11](=[O:20])[CH:10]([CH2:21][CH2:22][CH:23]([C:25]3[CH:26]=[CH:27][C:28]([F:31])=[CH:29][CH:30]=3)[OH:24])[CH:9]2[C:6]2[CH:7]=[CH:8][C:3]([CH2:2][NH:1][C:44](=[O:45])[CH2:43][C:40]3[CH:39]=[CH:38][C:37]([CH2:36][NH:35][CH2:34][CH:33]([OH:32])[CH:47]([OH:54])[CH:48]([OH:53])[CH:49]([OH:52])[CH2:50][OH:51])=[CH:42][CH:41]=3)=[CH:4][CH:5]=2)=[CH:18][CH:17]=1, predict the reactants needed to synthesize it. (4) Given the product [Cl:31][C:28]1[CH:29]=[CH:30][C:25]([C:23]2[CH:22]=[C:21]([C:32]([F:34])([F:33])[F:35])[N:20]=[C:19]([N:17]3[CH:18]=[C:14]([C:12]4[S:13][C:9]([S:6]([NH2:5])(=[O:7])=[O:8])=[CH:10][N:11]=4)[N:15]=[CH:16]3)[CH:36]=2)=[CH:26][CH:27]=1, predict the reactants needed to synthesize it. The reactants are: C([NH:5][S:6]([C:9]1[S:13][C:12]([C:14]2[N:15]=[CH:16][N:17]([C:19]3N=[C:23]([C:25]4[CH:30]=[CH:29][C:28]([Cl:31])=[CH:27][CH:26]=4)[CH:22]=[C:21]([C:32]([F:35])([F:34])[F:33])[N:20]=3)[CH:18]=2)=[N:11][CH:10]=1)(=[O:8])=[O:7])(C)(C)C.[C:36](O)(C(F)(F)F)=O. (5) The reactants are: [C:1]([C:5]1[N:10]=[C:9]([N:11]2[CH2:16][CH2:15][N:14]([CH2:17][CH2:18][CH2:19][CH2:20][NH2:21])[CH2:13][CH2:12]2)[CH:8]=[C:7]([C:22]([F:25])([F:24])[F:23])[N:6]=1)([CH3:4])([CH3:3])[CH3:2].C1N=CN([C:31](N2C=NC=C2)=[O:32])C=1.[CH3:38][C:39]1[C:44]([CH3:45])=[CH:43][CH:42]=[CH:41][C:40]=1[N:46]1[CH2:51][CH2:50][NH:49][CH2:48][CH2:47]1. Given the product [C:1]([C:5]1[N:10]=[C:9]([N:11]2[CH2:16][CH2:15][N:14]([CH2:17][CH2:18][CH2:19][CH2:20][NH:21][C:31]([N:49]3[CH2:48][CH2:47][N:46]([C:40]4[CH:41]=[CH:42][CH:43]=[C:44]([CH3:45])[C:39]=4[CH3:38])[CH2:51][CH2:50]3)=[O:32])[CH2:13][CH2:12]2)[CH:8]=[C:7]([C:22]([F:24])([F:25])[F:23])[N:6]=1)([CH3:4])([CH3:2])[CH3:3], predict the reactants needed to synthesize it. (6) Given the product [CH2:8]([O:10][C:11]([C:13]1[NH:14][C:15]2[C:20]([CH:21]=1)=[C:19]([O:22][C:23]1[CH:28]=[C:27]([CH3:29])[CH:26]=[CH:25][CH:24]=1)[CH:18]=[CH:17][CH:16]=2)=[O:12])[CH3:9], predict the reactants needed to synthesize it. The reactants are: N(OC(C)(C)C)=O.[CH2:8]([O:10][C:11]([C:13]1[NH:14][C:15]2[C:20]([CH:21]=1)=[C:19]([O:22][C:23]1[CH:28]=[C:27]([CH3:29])[CH:26]=[CH:25][C:24]=1N)[CH:18]=[CH:17][CH:16]=2)=[O:12])[CH3:9]. (7) Given the product [C:48]([O:38][C@@H:11]1[C@@H:10]([O:39][CH3:40])[C@H:9]([O:8][CH2:1][C:2]2[CH:7]=[CH:6][CH:5]=[CH:4][CH:3]=2)[C@H:14]([CH2:15][O:16][Si:17]([C:20]([CH3:23])([CH3:22])[CH3:21])([CH3:19])[CH3:18])[O:13][C@H:12]1[O:24][C@@H:25]1[C@H:30]2[CH2:31][O:32][C@H:28]([O:29]2)[C@H:27]([N:33]=[N+:34]=[N-:35])[C@H:26]1[O:36][CH3:37])(=[O:50])[CH3:49], predict the reactants needed to synthesize it. The reactants are: [CH2:1]([O:8][C@@H:9]1[C@H:14]([CH2:15][O:16][Si:17]([C:20]([CH3:23])([CH3:22])[CH3:21])([CH3:19])[CH3:18])[O:13][C@@H:12]([O:24][C@@H:25]2[C@H:30]3[CH2:31][O:32][C@H:28]([O:29]3)[C@H:27]([N:33]=[N+:34]=[N-:35])[C@H:26]2[O:36][CH3:37])[C@H:11]([OH:38])[C@H:10]1[O:39][CH3:40])[C:2]1[CH:7]=[CH:6][CH:5]=[CH:4][CH:3]=1.C(N(CC)CC)C.[C:48](OC(=O)C)(=[O:50])[CH3:49].